From a dataset of Forward reaction prediction with 1.9M reactions from USPTO patents (1976-2016). Predict the product of the given reaction. (1) Given the reactants [Na].[C:2]1([P:8]([C:10]2[CH:15]=[CH:14][CH:13]=[CH:12][CH:11]=2)Cl)[CH:7]=[CH:6][CH:5]=[CH:4][CH:3]=1.Cl[CH2:17][C:18]([CH2:23][CH3:24])([CH2:21]Cl)[CH2:19]Cl.[OH-].[Na+], predict the reaction product. The product is: [C:2]1([P:8]([CH2:17][C:18]([CH2:21][P:8]([C:10]2[CH:11]=[CH:12][CH:13]=[CH:14][CH:15]=2)[C:2]2[CH:7]=[CH:6][CH:5]=[CH:4][CH:3]=2)([CH2:19][P:8]([C:2]2[CH:3]=[CH:4][CH:5]=[CH:6][CH:7]=2)[C:10]2[CH:11]=[CH:12][CH:13]=[CH:14][CH:15]=2)[CH2:23][CH3:24])[C:10]2[CH:15]=[CH:14][CH:13]=[CH:12][CH:11]=2)[CH:7]=[CH:6][CH:5]=[CH:4][CH:3]=1. (2) Given the reactants [CH2:1]([O:3][C:4](=[O:26])[N:5]([C:14]1[CH:19]=[C:18]([CH:20]=C)[N:17]=[C:16]([NH2:22])[C:15]=1[N+:23]([O-:25])=[O:24])[CH2:6][C:7]1[CH:8]=[N:9][C:10]([CH3:13])=[CH:11][CH:12]=1)[CH3:2].I([O-])(=O)(=O)=[O:28].[Na+], predict the reaction product. The product is: [CH2:1]([O:3][C:4](=[O:26])[N:5]([C:14]1[CH:19]=[C:18]([CH:20]=[O:28])[N:17]=[C:16]([NH2:22])[C:15]=1[N+:23]([O-:25])=[O:24])[CH2:6][C:7]1[CH:8]=[N:9][C:10]([CH3:13])=[CH:11][CH:12]=1)[CH3:2].